Dataset: Peptide-MHC class I binding affinity with 185,985 pairs from IEDB/IMGT. Task: Regression. Given a peptide amino acid sequence and an MHC pseudo amino acid sequence, predict their binding affinity value. This is MHC class I binding data. (1) The peptide sequence is TRLNAWVKVV. The MHC is HLA-A02:02 with pseudo-sequence HLA-A02:02. The binding affinity (normalized) is 0.0266. (2) The peptide sequence is KIVTNILIY. The MHC is HLA-A03:01 with pseudo-sequence HLA-A03:01. The binding affinity (normalized) is 0.402. (3) The peptide sequence is MHGHGKHIL. The MHC is HLA-A02:11 with pseudo-sequence HLA-A02:11. The binding affinity (normalized) is 0.0847. (4) The peptide sequence is DSFAKQPQW. The MHC is HLA-A02:01 with pseudo-sequence HLA-A02:01. The binding affinity (normalized) is 0.0847. (5) The peptide sequence is IKLEPVHGVY. The MHC is HLA-A23:01 with pseudo-sequence HLA-A23:01. The binding affinity (normalized) is 0.